Predict the reactants needed to synthesize the given product. From a dataset of Full USPTO retrosynthesis dataset with 1.9M reactions from patents (1976-2016). (1) Given the product [F:1][C:2]1[C:11]2[N:10]3[CH2:12][CH2:13][CH2:14][CH:9]3[CH2:8][O:7][C:6]=2[CH:5]=[C:4]([NH2:15])[CH:3]=1, predict the reactants needed to synthesize it. The reactants are: [F:1][C:2]1[C:11]2[N:10]3[CH2:12][CH2:13][CH2:14][CH:9]3[CH2:8][O:7][C:6]=2[CH:5]=[C:4]([N+:15]([O-])=O)[CH:3]=1. (2) Given the product [C:22]([C:24]1([C:27]([O:1]/[N:2]=[C:3](\[NH2:21])/[C:4]2[CH:9]=[CH:8][C:7]([CH2:10][CH2:11][CH2:12][CH2:13][CH2:14][CH2:15][CH2:16][CH2:17][CH2:18][CH2:19][CH3:20])=[CH:6][CH:5]=2)=[O:28])[CH2:26][CH2:25]1)#[N:23], predict the reactants needed to synthesize it. The reactants are: [OH:1]/[N:2]=[C:3](\[NH2:21])/[C:4]1[CH:9]=[CH:8][C:7]([CH2:10][CH2:11][CH2:12][CH2:13][CH2:14][CH2:15][CH2:16][CH2:17][CH2:18][CH2:19][CH3:20])=[CH:6][CH:5]=1.[C:22]([C:24]1([C:27](O)=[O:28])[CH2:26][CH2:25]1)#[N:23]. (3) Given the product [Br:1][C:2]1[CH:3]=[C:4]2[C:8](=[CH:9][CH:10]=1)[NH:7][CH:6]=[C:5]2[C:15]([C:14]1[CH:18]=[CH:19][CH:20]=[C:12]([F:11])[CH:13]=1)=[O:16], predict the reactants needed to synthesize it. The reactants are: [Br:1][C:2]1[CH:3]=[C:4]2[C:8](=[CH:9][CH:10]=1)[NH:7][CH:6]=[CH:5]2.[F:11][C:12]1[CH:13]=[C:14]([CH:18]=[CH:19][CH:20]=1)[C:15](Cl)=[O:16].[Cl-].[Cl-].[Cl-].[Al+3]. (4) Given the product [CH:1]1([C:4]2[CH:5]=[N:6][C:7]([NH:17][C:18]3[CH:26]=[CH:25][CH:24]=[C:23]4[C:19]=3[CH:20]=[CH:21][N:22]4[CH2:27][CH2:28][O:29][CH3:30])=[C:8]([CH:16]=2)[C:9]([OH:11])=[O:10])[CH2:2][CH2:3]1, predict the reactants needed to synthesize it. The reactants are: [CH:1]1([C:4]2[CH:5]=[N:6][C:7]([NH:17][C:18]3[CH:26]=[CH:25][CH:24]=[C:23]4[C:19]=3[CH:20]=[CH:21][N:22]4[CH2:27][CH2:28][O:29][CH3:30])=[C:8]([CH:16]=2)[C:9]([O:11]C(C)(C)C)=[O:10])[CH2:3][CH2:2]1.[OH-].[Na+]. (5) Given the product [I:27][CH2:28][C:6]1([C:4]([O:3][CH2:1][CH3:2])=[O:5])[CH2:11][CH2:10][N:9]([C:12]([O:14][C:15]([CH3:17])([CH3:16])[CH3:18])=[O:13])[CH2:8][CH2:7]1, predict the reactants needed to synthesize it. The reactants are: [CH2:1]([O:3][C:4]([CH:6]1[CH2:11][CH2:10][N:9]([C:12]([O:14][C:15]([CH3:18])([CH3:17])[CH3:16])=[O:13])[CH2:8][CH2:7]1)=[O:5])[CH3:2].C(NC(C)C)(C)C.[Li].[I:27][CH2:28]I. (6) Given the product [F:17][C:18]([F:31])([F:30])[S:19]([O:1][C:2]1[CH:3]=[CH:4][C:5]([CH2:8][CH2:9][CH2:10][CH2:11][CH2:12][C:13]([O:15][CH3:16])=[O:14])=[CH:6][CH:7]=1)(=[O:21])=[O:20], predict the reactants needed to synthesize it. The reactants are: [OH:1][C:2]1[CH:7]=[CH:6][C:5]([CH2:8][CH2:9][CH2:10][CH2:11][CH2:12][C:13]([O:15][CH3:16])=[O:14])=[CH:4][CH:3]=1.[F:17][C:18]([F:31])([F:30])[S:19](O[S:19]([C:18]([F:31])([F:30])[F:17])(=[O:21])=[O:20])(=[O:21])=[O:20].O.C(OCC)C.